From a dataset of Catalyst prediction with 721,799 reactions and 888 catalyst types from USPTO. Predict which catalyst facilitates the given reaction. (1) Reactant: [O:1]=[C:2]1[CH2:5][CH:4]([C:6]([O:8][CH3:9])=[O:7])[CH2:3]1.[CH3:10][Mg]Br. Product: [OH:1][C:2]1([CH3:10])[CH2:5][CH:4]([C:6]([O:8][CH3:9])=[O:7])[CH2:3]1. The catalyst class is: 1. (2) Reactant: Cl[C:2]1[N:7]=[C:6]([N:8]([C:10]2[C:11]([Cl:18])=[N:12][CH:13]=[C:14]([O:16][CH3:17])[CH:15]=2)[CH3:9])[CH:5]=[CH:4][N:3]=1.[O:19]1[CH2:24][CH2:23][N:22]([C:25]2[CH:26]=[C:27]([CH:29]=[C:30]([N:32]3[CH2:37][CH2:36][O:35][CH2:34][CH2:33]3)[CH:31]=2)[NH2:28])[CH2:21][CH2:20]1.Cl.O1CCOCC1. Product: [Cl:18][C:11]1[C:10]([N:8]([CH3:9])[C:6]2[CH:5]=[CH:4][N:3]=[C:2]([NH:28][C:27]3[CH:26]=[C:25]([N:22]4[CH2:23][CH2:24][O:19][CH2:20][CH2:21]4)[CH:31]=[C:30]([N:32]4[CH2:37][CH2:36][O:35][CH2:34][CH2:33]4)[CH:29]=3)[N:7]=2)=[CH:15][C:14]([O:16][CH3:17])=[CH:13][N:12]=1. The catalyst class is: 41. (3) Reactant: [F:1][C:2]([F:19])([F:18])[C@@H:3]([O:5][C:6](=O)[O:7]C1C=CC([N+]([O-])=O)=CC=1)[CH3:4].[CH3:20][S:21]([C:24]1[CH:29]=[CH:28][C:27]([C:30]2[CH:31]=[C:32]3[CH2:38][C@H:37]([CH:39]4[CH2:44][CH2:43][NH:42][CH2:41][CH2:40]4)[O:36][C:33]3=[CH:34][N:35]=2)=[CH:26][CH:25]=1)(=[O:23])=[O:22].C(N(CC)C(C)C)(C)C. Product: [F:1][C:2]([F:19])([F:18])[C@@H:3]([O:5][C:6]([N:42]1[CH2:43][CH2:44][CH:39]([C@@H:37]2[O:36][C:33]3=[CH:34][N:35]=[C:30]([C:27]4[CH:28]=[CH:29][C:24]([S:21]([CH3:20])(=[O:22])=[O:23])=[CH:25][CH:26]=4)[CH:31]=[C:32]3[CH2:38]2)[CH2:40][CH2:41]1)=[O:7])[CH3:4]. The catalyst class is: 7.